Dataset: Forward reaction prediction with 1.9M reactions from USPTO patents (1976-2016). Task: Predict the product of the given reaction. (1) Given the reactants [Cl:1][C:2]1[CH:7]=[C:6]([O:8][C:9]2[C:10]([CH3:17])=[N:11][C:12](I)=[CH:13][C:14]=2[CH3:15])[CH:5]=[CH:4][N:3]=1.[C:18]([NH2:21])(=[O:20])[CH3:19].C([O-])([O-])=O.[Cs+].[Cs+], predict the reaction product. The product is: [Cl:1][C:2]1[CH:7]=[C:6]([O:8][C:9]2[C:14]([CH3:15])=[CH:13][C:12]([NH:21][C:18](=[O:20])[CH3:19])=[N:11][C:10]=2[CH3:17])[CH:5]=[CH:4][N:3]=1. (2) Given the reactants [H-].[Al+3].[Li+].[H-].[H-].[H-].[CH3:7][S:8]([C:11]1[CH:16]=[CH:15][CH:14]=[CH:13][C:12]=1S(Cl)(=O)=O)(=[O:10])=[O:9].C(OCC)(=O)C.Cl, predict the reaction product. The product is: [CH3:7][S:8]([C:11]1[CH:16]=[CH:15][CH:14]=[CH:13][CH:12]=1)(=[O:10])=[O:9]. (3) Given the reactants [Cl:1][C:2]1[CH:21]=[CH:20][C:5]([CH2:6][N:7]2[C:16]3[C:11](=[CH:12][CH:13]=[CH:14][C:15]=3[C:17](O)=[O:18])[CH2:10][CH2:9][CH2:8]2)=[CH:4][CH:3]=1.Cl.[NH2:23][C@H:24]([C:26]1[CH:35]=[CH:34][C:29]([C:30]([O:32][CH3:33])=[O:31])=[CH:28][CH:27]=1)[CH3:25].CCN=C=NCCCN(C)C.Cl.C1C=CC2N(O)N=NC=2C=1, predict the reaction product. The product is: [Cl:1][C:2]1[CH:21]=[CH:20][C:5]([CH2:6][N:7]2[C:16]3[C:11](=[CH:12][CH:13]=[CH:14][C:15]=3[C:17]([NH:23][C@H:24]([C:26]3[CH:35]=[CH:34][C:29]([C:30]([O:32][CH3:33])=[O:31])=[CH:28][CH:27]=3)[CH3:25])=[O:18])[CH2:10][CH2:9][CH2:8]2)=[CH:4][CH:3]=1. (4) Given the reactants [Br:1][C:2]1[N:3]=[CH:4][C:5]([NH2:8])=[N:6][CH:7]=1.ClC1C=C(Cl)C=C(Cl)C=1[C:18](C1C(Cl)=CC(Cl)=CC=1Cl)([C:22]([O-])=[O:23])[C:19]([O-])=[O:20], predict the reaction product. The product is: [Br:1][C:2]1[N:3]=[CH:4][C:5]2[N:6]([CH:7]=1)[C:19](=[O:20])[CH:18]=[C:22]([OH:23])[N:8]=2. (5) Given the reactants [Cl:1][C:2]1[C:7]([NH:8][S:9]([C:12]2[CH:17]=[CH:16][C:15]([F:18])=[CH:14][CH:13]=2)(=[O:11])=[O:10])=[CH:6][C:5](B2OC(C)(C)C(C)(C)O2)=[CH:4][N:3]=1.Br[C:29]1[CH:34]=[CH:33][C:32]2[O:35][CH2:36][CH2:37][O:38][C:31]=2[CH:30]=1.C(=O)([O-])[O-].[Cs+].[Cs+].O1CCOCC1, predict the reaction product. The product is: [Cl:1][C:2]1[C:7]([NH:8][S:9]([C:12]2[CH:13]=[CH:14][C:15]([F:18])=[CH:16][CH:17]=2)(=[O:10])=[O:11])=[CH:6][C:5]([C:29]2[CH:34]=[CH:33][C:32]3[O:35][CH2:36][CH2:37][O:38][C:31]=3[CH:30]=2)=[CH:4][N:3]=1. (6) Given the reactants [CH3:1][C:2]([C:5]1[CH:6]=[C:7]([S:16][C:17]([S:20][C:21]2[CH:26]=[C:25]([C:27]([CH3:30])([CH3:29])[CH3:28])[C:24]([OH:31])=[C:23]([C:32]([CH3:35])([CH3:34])[CH3:33])[CH:22]=2)([CH3:19])[CH3:18])[CH:8]=[C:9]([C:12]([CH3:15])([CH3:14])[CH3:13])[C:10]=1[OH:11])([CH3:4])[CH3:3].C1C=CC(P(C2C=CC=CC=2)C2C=CC=CC=2)=CC=1.[CH3:55][C:56]1([CH3:65])[O:60][C@@H:59]([CH2:61][CH2:62][CH2:63]O)[CH2:58][O:57]1.CCOC(/N=N/C(OCC)=O)=O, predict the reaction product. The product is: [C:12]([C:9]1[CH:8]=[C:7]([S:16][C:17]([S:20][C:21]2[CH:22]=[C:23]([C:32]([CH3:35])([CH3:34])[CH3:33])[C:24]([O:31][CH2:63][CH2:62][CH2:61][C@@H:59]3[CH2:58][O:57][C:56]([CH3:65])([CH3:55])[O:60]3)=[C:25]([C:27]([CH3:30])([CH3:29])[CH3:28])[CH:26]=2)([CH3:18])[CH3:19])[CH:6]=[C:5]([C:2]([CH3:1])([CH3:3])[CH3:4])[C:10]=1[OH:11])([CH3:13])([CH3:14])[CH3:15].